From a dataset of NCI-60 drug combinations with 297,098 pairs across 59 cell lines. Regression. Given two drug SMILES strings and cell line genomic features, predict the synergy score measuring deviation from expected non-interaction effect. (1) Drug 1: C1=CC(=CC=C1CCC2=CNC3=C2C(=O)NC(=N3)N)C(=O)NC(CCC(=O)O)C(=O)O. Drug 2: CCC1(C2=C(COC1=O)C(=O)N3CC4=CC5=C(C=CC(=C5CN(C)C)O)N=C4C3=C2)O.Cl. Cell line: NCI-H522. Synergy scores: CSS=40.9, Synergy_ZIP=-13.0, Synergy_Bliss=-8.70, Synergy_Loewe=-11.6, Synergy_HSA=-5.52. (2) Drug 1: C1=CC=C(C=C1)NC(=O)CCCCCCC(=O)NO. Drug 2: N.N.Cl[Pt+2]Cl. Cell line: NCI/ADR-RES. Synergy scores: CSS=71.6, Synergy_ZIP=0.684, Synergy_Bliss=3.68, Synergy_Loewe=3.78, Synergy_HSA=4.80. (3) Drug 1: CN(CC1=CN=C2C(=N1)C(=NC(=N2)N)N)C3=CC=C(C=C3)C(=O)NC(CCC(=O)O)C(=O)O. Drug 2: CCC(=C(C1=CC=CC=C1)C2=CC=C(C=C2)OCCN(C)C)C3=CC=CC=C3.C(C(=O)O)C(CC(=O)O)(C(=O)O)O. Cell line: TK-10. Synergy scores: CSS=14.2, Synergy_ZIP=1.86, Synergy_Bliss=-0.116, Synergy_Loewe=-37.5, Synergy_HSA=-4.97. (4) Drug 1: C1=CC(=CC=C1CCC2=CNC3=C2C(=O)NC(=N3)N)C(=O)NC(CCC(=O)O)C(=O)O. Drug 2: C1=NNC2=C1C(=O)NC=N2. Cell line: RPMI-8226. Synergy scores: CSS=44.9, Synergy_ZIP=5.97, Synergy_Bliss=5.54, Synergy_Loewe=-27.2, Synergy_HSA=1.14. (5) Drug 1: CN(C)N=NC1=C(NC=N1)C(=O)N. Synergy scores: CSS=26.3, Synergy_ZIP=-6.57, Synergy_Bliss=-0.201, Synergy_Loewe=-24.5, Synergy_HSA=-3.10. Drug 2: CCC1(CC2CC(C3=C(CCN(C2)C1)C4=CC=CC=C4N3)(C5=C(C=C6C(=C5)C78CCN9C7C(C=CC9)(C(C(C8N6C)(C(=O)OC)O)OC(=O)C)CC)OC)C(=O)OC)O.OS(=O)(=O)O. Cell line: MDA-MB-231. (6) Drug 1: C1CCC(C1)C(CC#N)N2C=C(C=N2)C3=C4C=CNC4=NC=N3. Drug 2: CCCCCOC(=O)NC1=NC(=O)N(C=C1F)C2C(C(C(O2)C)O)O. Cell line: OVCAR3. Synergy scores: CSS=-2.29, Synergy_ZIP=2.52, Synergy_Bliss=-1.53, Synergy_Loewe=-6.66, Synergy_HSA=-6.26. (7) Drug 1: CC1C(C(CC(O1)OC2CC(CC3=C2C(=C4C(=C3O)C(=O)C5=C(C4=O)C(=CC=C5)OC)O)(C(=O)C)O)N)O.Cl. Drug 2: COCCOC1=C(C=C2C(=C1)C(=NC=N2)NC3=CC=CC(=C3)C#C)OCCOC.Cl. Cell line: CAKI-1. Synergy scores: CSS=46.2, Synergy_ZIP=-5.04, Synergy_Bliss=-0.171, Synergy_Loewe=4.34, Synergy_HSA=4.90. (8) Drug 1: CC1C(C(=O)NC(C(=O)N2CCCC2C(=O)N(CC(=O)N(C(C(=O)O1)C(C)C)C)C)C(C)C)NC(=O)C3=C4C(=C(C=C3)C)OC5=C(C(=O)C(=C(C5=N4)C(=O)NC6C(OC(=O)C(N(C(=O)CN(C(=O)C7CCCN7C(=O)C(NC6=O)C(C)C)C)C)C(C)C)C)N)C. Cell line: SF-295. Synergy scores: CSS=13.0, Synergy_ZIP=-4.11, Synergy_Bliss=4.88, Synergy_Loewe=-18.5, Synergy_HSA=3.64. Drug 2: CC(C)NC(=O)C1=CC=C(C=C1)CNNC.Cl.